This data is from Forward reaction prediction with 1.9M reactions from USPTO patents (1976-2016). The task is: Predict the product of the given reaction. (1) Given the reactants [Cl:1][C:2]1[CH:31]=[C:30]([Cl:32])[CH:29]=[CH:28][C:3]=1[O:4][C:5]1[CH:10]=[CH:9][CH:8]=[CH:7][C:6]=1[NH:11][S:12]([C:15]1[CH:27]=[CH:26][C:18]([C:19]([NH:21][CH2:22][C:23]([OH:25])=O)=[O:20])=[CH:17][CH:16]=1)(=[O:14])=[O:13].[N:33]1([CH2:39][CH2:40][CH2:41][CH2:42][NH2:43])[CH2:38][CH2:37][CH2:36][CH2:35][CH2:34]1, predict the reaction product. The product is: [Cl:1][C:2]1[CH:31]=[C:30]([Cl:32])[CH:29]=[CH:28][C:3]=1[O:4][C:5]1[CH:10]=[CH:9][CH:8]=[CH:7][C:6]=1[NH:11][S:12]([C:15]1[CH:16]=[CH:17][C:18]([C:19]([NH:21][CH2:22][C:23](=[O:25])[NH:43][CH2:42][CH2:41][CH2:40][CH2:39][N:33]2[CH2:38][CH2:37][CH2:36][CH2:35][CH2:34]2)=[O:20])=[CH:26][CH:27]=1)(=[O:14])=[O:13]. (2) Given the reactants [N-:1]=[N+]=[N-].[Na+].[N:5]([CH2:8][C@H:9]1[O:13][C:12](=[O:14])[N:11]([C:15]2[CH:20]=[C:19]([F:21])[C:18](C3CCS(=O)(=O)CC=3)=[C:17](F)[CH:16]=2)[CH2:10]1)=[N+:6]=[N-:7].C(O[CH2:35][CH3:36])(=O)C.O.[CH3:38][N:39]([CH:41]=O)C, predict the reaction product. The product is: [F:21][C:19]1[CH:20]=[C:15]([N:11]2[CH2:10][C@H:9]([CH2:8][N:5]=[N+:6]=[N-:7])[O:13][C:12]2=[O:14])[CH:16]=[CH:17][C:18]=1[N:39]1[CH:38]=[C:35]([CH3:36])[N:1]=[CH:41]1. (3) Given the reactants [NH:1]1[C:5]2=[N:6][CH:7]=[CH:8][CH:9]=[C:4]2[C:3]([CH:10]=[O:11])=[CH:2]1.[H-].[Na+].[S:14](Cl)([C:17]1[CH:23]=[CH:22][C:20]([CH3:21])=[CH:19][CH:18]=1)(=[O:16])=[O:15].O, predict the reaction product. The product is: [S:14]([N:1]1[C:5]2=[N:6][CH:7]=[CH:8][CH:9]=[C:4]2[C:3]([CH:10]=[O:11])=[CH:2]1)([C:17]1[CH:23]=[CH:22][C:20]([CH3:21])=[CH:19][CH:18]=1)(=[O:16])=[O:15]. (4) Given the reactants [CH:1]([C:4]1[N:8]=[C:7]([N:9]2[CH2:14][CH2:13][CH2:12][CH2:11][C:10]2=O)[O:6][N:5]=1)([CH3:3])[CH3:2].[CH:16]1([NH2:19])[CH2:18][CH2:17]1, predict the reaction product. The product is: [CH:16]1([NH:19][CH:12]2[CH2:13][CH2:14][N:9]([C:7]3[O:6][N:5]=[C:4]([CH:1]([CH3:3])[CH3:2])[N:8]=3)[CH2:10][CH2:11]2)[CH2:18][CH2:17]1. (5) Given the reactants [F:1][C:2]1[CH:3]=[CH:4][C:5]([N+:9]([O-:11])=[O:10])=[C:6]([OH:8])[CH:7]=1.C(N(CC)CC)C.[F:19][C:20]([F:33])([F:32])[S:21](O[S:21]([C:20]([F:33])([F:32])[F:19])(=[O:23])=[O:22])(=[O:23])=[O:22], predict the reaction product. The product is: [F:1][C:2]1[CH:3]=[CH:4][C:5]([N+:9]([O-:11])=[O:10])=[C:6]([O:8][S:21]([C:20]([F:33])([F:32])[F:19])(=[O:23])=[O:22])[CH:7]=1. (6) Given the reactants [Br-].[C:2]([CH2:5][CH2:6][CH2:7][CH2:8][CH2:9][CH2:10]C[P+](C1C=CC=CC=1)(C1C=CC=CC=1)C1C=CC=CC=1)([OH:4])=[O:3].CC([O-])(C)C.[K+].[F:37][C:38]1[CH:45]=[CH:44][C:41]([CH:42]=O)=[CH:40][C:39]=1[CH3:46], predict the reaction product. The product is: [F:37][C:38]1[CH:45]=[CH:44][C:41]([CH:42]=[CH:10][CH2:9][CH2:8][CH2:7][CH2:6][CH2:5][C:2]([OH:4])=[O:3])=[CH:40][C:39]=1[CH3:46].